Predict the product of the given reaction. From a dataset of Forward reaction prediction with 1.9M reactions from USPTO patents (1976-2016). (1) The product is: [Br:6][C:15]1[CH:14]=[N:8][C:9]2[C:17]([CH:16]=1)=[CH:5][C:2]([Br:1])=[C:3]([OH:4])[C:10]=2[C:11]([OH:13])=[O:12]. Given the reactants [Br:1][C:2](=[CH2:5])[CH:3]=[O:4].[Br:6]Br.[NH2:8][C:9]1[CH:17]=[CH:16][CH:15]=[C:14](OC)[C:10]=1[C:11]([OH:13])=[O:12], predict the reaction product. (2) Given the reactants S(Cl)(Cl)=O.CC1SC(C(O)=O)=CC=1.CC1SC(C(Cl)=O)=CC=1.[CH3:23][O:24][C:25]1[CH:26]=[C:27]2[C:32](=[CH:33][C:34]=1[O:35][CH3:36])[N:31]=[CH:30][CH:29]=[C:28]2[O:37][C:38]1[CH:44]=[CH:43][C:41]([NH2:42])=[CH:40][CH:39]=1.[CH3:45][C:46]1[S:50][C:49]([C:51]([N:53]=[C:54]=[S:55])=[O:52])=[CH:48][CH:47]=1, predict the reaction product. The product is: [CH3:23][O:24][C:25]1[CH:26]=[C:27]2[C:32](=[CH:33][C:34]=1[O:35][CH3:36])[N:31]=[CH:30][CH:29]=[C:28]2[O:37][C:38]1[CH:44]=[CH:43][C:41]([NH:42][C:54]([NH:53][C:51]([C:49]2[S:50][C:46]([CH3:45])=[CH:47][CH:48]=2)=[O:52])=[S:55])=[CH:40][CH:39]=1. (3) Given the reactants Cl[C:2]1[C:3]([C:16]2[CH:21]=[CH:20][C:19]([F:22])=[CH:18][CH:17]=2)=[N:4][C:5]2[C:10]([N:11]=1)=[CH:9][C:8]([C:12]([O:14][CH3:15])=[O:13])=[CH:7][CH:6]=2.CCN(C(C)C)C(C)C.[N:32]1[CH:37]=[CH:36][CH:35]=[CH:34][C:33]=1[CH2:38][NH2:39], predict the reaction product. The product is: [F:22][C:19]1[CH:20]=[CH:21][C:16]([C:3]2[C:2]([NH:39][CH2:38][C:33]3[CH:34]=[CH:35][CH:36]=[CH:37][N:32]=3)=[N:11][C:10]3[C:5](=[CH:6][CH:7]=[C:8]([C:12]([O:14][CH3:15])=[O:13])[CH:9]=3)[N:4]=2)=[CH:17][CH:18]=1. (4) Given the reactants [F:1][C:2]([F:11])([F:10])[C:3]1[CH:8]=[CH:7][CH:6]=[CH:5][C:4]=1Br.[OH:12][CH:13]1[CH2:17][CH2:16][NH:15][CH2:14]1, predict the reaction product. The product is: [F:1][C:2]([F:11])([F:10])[C:3]1[CH:8]=[CH:7][CH:6]=[CH:5][C:4]=1[N:15]1[CH2:16][CH2:17][CH:13]([OH:12])[CH2:14]1. (5) Given the reactants C(OC([NH:8][CH2:9][C:10]1[CH:11]=[C:12]([C:16]2[CH:21]=[CH:20][CH:19]=[C:18]([C:22]#[C:23][C:24]3[CH:29]=[CH:28][CH:27]=[CH:26][C:25]=3[CH2:30][C:31]([O:33]C)=[O:32])[CH:17]=2)[CH:13]=[CH:14][CH:15]=1)=O)(C)(C)C.C(O)(C(F)(F)F)=O.[Li+].[OH-], predict the reaction product. The product is: [NH2:8][CH2:9][C:10]1[CH:11]=[C:12]([C:16]2[CH:21]=[CH:20][CH:19]=[C:18]([CH2:22][CH2:23][C:24]3[CH:29]=[CH:28][CH:27]=[CH:26][C:25]=3[CH2:30][C:31]([OH:33])=[O:32])[CH:17]=2)[CH:13]=[CH:14][CH:15]=1.